Dataset: Reaction yield outcomes from USPTO patents with 853,638 reactions. Task: Predict the reaction yield, written as a fraction of the theoretical maximum amount of product (1.0 means a 100% yield; for example, 0.34 means a 34% yield). (1) The reactants are [Cl:1][C:2]1[C:3]([CH:14]=O)=[N:4][CH:5]=[C:6]([N:8]([CH:10]2[CH2:13][CH2:12][CH2:11]2)[CH3:9])[N:7]=1.[CH2:16]([NH:23][CH2:24][C@@H:25]([OH:29])[CH2:26][O:27][CH3:28])[C:17]1[CH:22]=[CH:21][CH:20]=[CH:19][CH:18]=1.C(O[BH-](OC(=O)C)OC(=O)C)(=O)C.[Na+].C(=O)([O-])O.[Na+]. The yield is 0.830. The catalyst is C(#N)C.C(O)(=O)C. The product is [CH2:16]([N:23]([CH2:14][C:3]1[C:2]([Cl:1])=[N:7][C:6]([N:8]([CH:10]2[CH2:11][CH2:12][CH2:13]2)[CH3:9])=[CH:5][N:4]=1)[CH2:24][C@@H:25]([OH:29])[CH2:26][O:27][CH3:28])[C:17]1[CH:22]=[CH:21][CH:20]=[CH:19][CH:18]=1. (2) The reactants are [N:1]1[C:10]2[C:5](=[CH:6][CH:7]=[CH:8][CH:9]=2)[CH:4]=[CH:3][C:2]=1[CH2:11][O:12][C:13]1[CH:18]=[CH:17][C:16]([CH2:19][C:20]([OH:22])=[O:21])=[CH:15][CH:14]=1.Br.Br[CH2:25][C:26]([C:28]1[CH:33]=[CH:32][N:31]=[CH:30][CH:29]=1)=O.C1CCN2C(=NCCC2)CC1. The catalyst is C(#N)C. The product is [N:31]1[CH:32]=[CH:33][C:28]([C:26]2[CH2:25][O:21][C:20](=[O:22])[C:19]=2[C:16]2[CH:15]=[CH:14][C:13]([O:12][CH2:11][C:2]3[CH:3]=[CH:4][C:5]4[C:10](=[CH:9][CH:8]=[CH:7][CH:6]=4)[N:1]=3)=[CH:18][CH:17]=2)=[CH:29][CH:30]=1. The yield is 0.150. (3) The reactants are [F:1][CH2:2][CH2:3][OH:4].C(N(CC)CC)C.[O:12](S(C(F)(F)F)(=O)=O)[S:13]([C:16]([F:19])([F:18])[F:17])(=O)=[O:14].O. The catalyst is ClCCl. The product is [F:17][C:16]([F:19])([F:18])[S:13]([O:4][CH2:3][CH2:2][F:1])(=[O:14])=[O:12]. The yield is 0.820. (4) The reactants are [NH:1]1[C:5]2[CH:6]=[CH:7][CH:8]=[CH:9][C:4]=2[N:3]=[C:2]1[C:10]([OH:12])=O.CN(C(ON1N=NC2C=CC=NC1=2)=[N+](C)C)C.F[P-](F)(F)(F)(F)F.Cl.[OH:38][CH:39]1[CH2:42][NH:41][CH2:40]1.C(N(C(C)C)CC)(C)C.Cl. The catalyst is CN(C=O)C.C(Cl)Cl.CO.O. The yield is 0.238. The product is [NH:3]1[C:4]2[CH:9]=[CH:8][CH:7]=[CH:6][C:5]=2[N:1]=[C:2]1[C:10]([N:41]1[CH2:42][CH:39]([OH:38])[CH2:40]1)=[O:12].